The task is: Predict which catalyst facilitates the given reaction.. This data is from Catalyst prediction with 721,799 reactions and 888 catalyst types from USPTO. (1) Reactant: Br[C:2]1[C:7]([CH3:8])=[CH:6][C:5]([CH:9]([O:12][CH3:13])[O:10][CH3:11])=[C:4]([CH3:14])[N:3]=1.C([Li])CCC.CN(C)[CH:22]=[O:23].O. Product: [CH3:11][O:10][CH:9]([O:12][CH3:13])[C:5]1[CH:6]=[C:7]([CH3:8])[C:2]([CH:22]=[O:23])=[N:3][C:4]=1[CH3:14]. The catalyst class is: 7. (2) Reactant: [CH2:1]([C:3]1[CH:4]=[C:5]2[C:9](=[CH:10][C:11]=1[CH2:12][CH3:13])[CH2:8][CH:7]([NH:14][C:15](=O)[C:16]1[CH:21]=[CH:20][CH:19]=[CH:18][CH:17]=1)[CH2:6]2)[CH3:2].[H-].[Al+3].[Li+].[H-].[H-].[H-]. Product: [CH2:15]([NH:14][CH:7]1[CH2:8][C:9]2[C:5](=[CH:4][C:3]([CH2:1][CH3:2])=[C:11]([CH2:12][CH3:13])[CH:10]=2)[CH2:6]1)[C:16]1[CH:17]=[CH:18][CH:19]=[CH:20][CH:21]=1. The catalyst class is: 1. (3) Reactant: C1(P(C2C=CC=CC=2)C2C=CC=CC=2)C=CC=CC=1.N(C(OC(C)(C)C)=O)=NC(OC(C)(C)C)=O.[C:36]1([C@@H:42]([CH:44]2[CH2:49][CH2:48][O:47][CH2:46][CH2:45]2)O)[CH:41]=[CH:40][CH:39]=[CH:38][CH:37]=1.[Br:50][C:51]1[CH:63]=[N:62][C:61]2[C:60]3[CH:59]=[CH:58][C:57]([Cl:64])=[C:56]([F:65])[C:55]=3[NH:54][C:53]=2[CH:52]=1.C(O)(C(F)(F)F)=O. Product: [Br:50][C:51]1[CH:63]=[N:62][C:61]2[C:60]3[CH:59]=[CH:58][C:57]([Cl:64])=[C:56]([F:65])[C:55]=3[N:54]([C@H:42]([C:36]3[CH:41]=[CH:40][CH:39]=[CH:38][CH:37]=3)[CH:44]3[CH2:49][CH2:48][O:47][CH2:46][CH2:45]3)[C:53]=2[CH:52]=1. The catalyst class is: 1. (4) Reactant: [OH-].[Na+].[C@@H:3]1([C:11]([O:13]CC)=[O:12])[CH2:5][C@H:4]1[C:6]([O:8]CC)=[O:7]. Product: [C@@H:3]1([C:11]([OH:13])=[O:12])[CH2:5][C@H:4]1[C:6]([OH:8])=[O:7]. The catalyst class is: 97. (5) Reactant: [F:1][CH:2]([S:12]([C:15]1[CH:20]=[CH:19][CH:18]=[CH:17][CH:16]=1)(=[O:14])=[O:13])[S:3]([C:6]1[CH:11]=[CH:10][CH:9]=[CH:8][CH:7]=1)(=[O:5])=[O:4].[Li]CCCC.CCCCCC.[Br:32][C:33]1[CH:34]=[C:35]2[C:41]([CH:42]([C:44]3[C:49]([O:50][CH3:51])=[CH:48][CH:47]=[C:46]([F:52])[C:45]=3[Cl:53])O)=[CH:40][NH:39][C:36]2=[N:37][CH:38]=1.S(Cl)(Cl)=O. Product: [Br:32][C:33]1[CH:34]=[C:35]2[C:41]([CH:42]([C:44]3[C:49]([O:50][CH3:51])=[CH:48][CH:47]=[C:46]([F:52])[C:45]=3[Cl:53])[C:2]([F:1])([S:3]([C:6]3[CH:7]=[CH:8][CH:9]=[CH:10][CH:11]=3)(=[O:5])=[O:4])[S:12]([C:15]3[CH:20]=[CH:19][CH:18]=[CH:17][CH:16]=3)(=[O:14])=[O:13])=[CH:40][NH:39][C:36]2=[N:37][CH:38]=1. The catalyst class is: 76. (6) Reactant: [F:1][C:2]([F:43])([F:42])[C:3]1[CH:4]=[C:5]([CH:35]=[C:36]([C:38]([F:41])([F:40])[F:39])[CH:37]=1)[CH2:6][N:7]([CH2:23][C:24]1[CH:29]=[C:28]([C:30]([F:33])([F:32])[F:31])[CH:27]=[CH:26][C:25]=1[OH:34])[C:8]1[N:13]=[CH:12][C:11]([O:14][CH2:15][CH2:16][CH2:17][C:18]([O:20][CH2:21][CH3:22])=[O:19])=[CH:10][N:9]=1.Cl[C:45]1[N:50]=[CH:49][CH:48]=[CH:47][N:46]=1.C(=O)([O-])[O-].[K+].[K+].O. Product: [F:43][C:2]([F:1])([F:42])[C:3]1[CH:4]=[C:5]([CH:35]=[C:36]([C:38]([F:39])([F:40])[F:41])[CH:37]=1)[CH2:6][N:7]([CH2:23][C:24]1[CH:29]=[C:28]([C:30]([F:33])([F:32])[F:31])[CH:27]=[CH:26][C:25]=1[O:34][C:45]1[N:50]=[CH:49][CH:48]=[CH:47][N:46]=1)[C:8]1[N:9]=[CH:10][C:11]([O:14][CH2:15][CH2:16][CH2:17][C:18]([O:20][CH2:21][CH3:22])=[O:19])=[CH:12][N:13]=1. The catalyst class is: 42. (7) Reactant: [OH:1][C@@H:2]1[CH2:22][C:21]2[C@:16]([CH3:24])([CH2:17][CH2:18][C:19](=[O:23])[CH:20]=2)[C@@H:15]2[C@@H:3]1[C@H:4]1[C@:12]([CH3:25])([CH2:13][CH2:14]2)[C@@H:7]([C@@H:8]([CH:10]=[O:11])[CH3:9])[CH2:6][CH2:5]1.[BH4-].[Na+].Cl. Product: [OH:1][C@@H:2]1[CH2:22][C:21]2[C@:16]([CH3:24])([CH2:17][CH2:18][C:19](=[O:23])[CH:20]=2)[C@@H:15]2[C@@H:3]1[C@H:4]1[C@:12]([CH3:25])([CH2:13][CH2:14]2)[C@@H:7]([C@H:8]([CH3:9])[CH2:10][OH:11])[CH2:6][CH2:5]1. The catalyst class is: 8. (8) Reactant: [NH2:1][C:2]1[C:11]([F:12])=[C:10]([N:13]2[CH2:17][CH2:16][C@@H:15]([CH:18]([NH2:24])C3SC=CN=3)[CH2:14]2)[C:9]([F:25])=[C:8]2[C:3]=1[C:4](=[O:33])[C:5]([C:30]([OH:32])=[O:31])=[CH:6][N:7]2[C@@H:26]1[CH2:28][C@@H:27]1[F:29].C(#N)C.NC1C(F)=C(F)C(F)=[C:44]2[C:39]=1[C:40](=O)[C:41](C(O)=O)=[CH:42][N:43]2[C@@H]1C[C@@H]1F. Product: [NH2:1][C:2]1[C:11]([F:12])=[C:10]([N:13]2[CH2:17][CH2:16][C@@H:15]([CH:18]([NH2:24])[C:41]3[CH:42]=[N:43][CH:44]=[CH:39][CH:40]=3)[CH2:14]2)[C:9]([F:25])=[C:8]2[C:3]=1[C:4](=[O:33])[C:5]([C:30]([OH:32])=[O:31])=[CH:6][N:7]2[C@@H:26]1[CH2:28][C@@H:27]1[F:29]. The catalyst class is: 66.